Dataset: HIV replication inhibition screening data with 41,000+ compounds from the AIDS Antiviral Screen. Task: Binary Classification. Given a drug SMILES string, predict its activity (active/inactive) in a high-throughput screening assay against a specified biological target. (1) The result is 0 (inactive). The compound is Cc1ccc2c(c1)C(=C(C#N)C#N)CCCS2(=O)=O. (2) The drug is CC1=C(C(=O)NCc2ccccc2)C(c2ccc(Cl)c(Cl)c2)C(C(=O)NCc2ccccc2)=C(C)N1. The result is 0 (inactive). (3) The drug is CC1=C(C#N)C(C#N)(C#N)C(NN(C)C)C1.Cl. The result is 0 (inactive).